From a dataset of Full USPTO retrosynthesis dataset with 1.9M reactions from patents (1976-2016). Predict the reactants needed to synthesize the given product. (1) Given the product [OH:34][CH2:33][CH2:32][NH:31][C:14](=[O:15])[C:13]1[CH:17]=[CH:18][CH:19]=[C:11]([C:7]2[N:6]3[CH:20]=[C:3]([CH:2]([OH:1])[C:21]4[CH:26]=[CH:25][CH:24]=[C:23]([C:27]([F:30])([F:28])[F:29])[CH:22]=4)[N:4]=[C:5]3[CH:10]=[CH:9][CH:8]=2)[CH:12]=1, predict the reactants needed to synthesize it. The reactants are: [OH:1][CH:2]([C:21]1[CH:26]=[CH:25][CH:24]=[C:23]([C:27]([F:30])([F:29])[F:28])[CH:22]=1)[C:3]1[N:4]=[C:5]2[CH:10]=[CH:9][CH:8]=[C:7]([C:11]3[CH:12]=[C:13]([CH:17]=[CH:18][CH:19]=3)[C:14](O)=[O:15])[N:6]2[CH:20]=1.[NH2:31][CH2:32][CH2:33][OH:34]. (2) Given the product [Cl:15][C:7]1[CH:6]=[CH:5][C:4]2[N:3]=[C:2]([N:20]3[CH2:21][CH2:22][N:17]([CH3:16])[CH2:18][CH2:19]3)[N:11]3[CH:12]=[CH:13][CH:14]=[C:10]3[C:9]=2[CH:8]=1, predict the reactants needed to synthesize it. The reactants are: Cl[C:2]1[N:11]2[CH:12]=[CH:13][CH:14]=[C:10]2[C:9]2[CH:8]=[C:7]([Cl:15])[CH:6]=[CH:5][C:4]=2[N:3]=1.[CH3:16][N:17]1[CH2:22][CH2:21][NH:20][CH2:19][CH2:18]1. (3) Given the product [CH:9]([C:3]1[C:4]([CH3:8])=[N:5][N:6]([CH3:7])[C:2]=1[S:13][CH2:12][C:11]([O:15][CH2:16][CH3:17])=[O:14])=[O:10], predict the reactants needed to synthesize it. The reactants are: Cl[C:2]1[N:6]([CH3:7])[N:5]=[C:4]([CH3:8])[C:3]=1[CH:9]=[O:10].[C:11]([O:15][CH2:16][CH3:17])(=[O:14])[CH2:12][SH:13].C(=O)([O-])[O-].[K+].[K+].CN(C)C=O. (4) The reactants are: [CH3:1][CH:2]([CH2:4][CH2:5][CH2:6][C@H:7]([C@@H:9]1[C@:26]2([CH3:27])[C@H:12]([C@H:13]3[C@H:23]([CH2:24][CH2:25]2)[C@:21]2([CH3:22])[CH:16]([CH2:17][CH:18]([O:28][CH2:29][CH2:30][C:31]#[N:32])[CH2:19][CH2:20]2)[CH2:15][CH2:14]3)[CH2:11][CH2:10]1)[CH3:8])[CH3:3].C(Cl)(Cl)Cl.CCO.Cl. Given the product [NH2:32][CH2:31][CH2:30][CH2:29][O:28][CH:18]1[CH2:19][CH2:20][C@@:21]2([CH3:22])[CH:16]([CH2:15][CH2:14][C@@H:13]3[C@@H:23]2[CH2:24][CH2:25][C@@:26]2([CH3:27])[C@H:12]3[CH2:11][CH2:10][C@@H:9]2[C@H:7]([CH3:8])[CH2:6][CH2:5][CH2:4][CH:2]([CH3:1])[CH3:3])[CH2:17]1, predict the reactants needed to synthesize it. (5) Given the product [Cl:16][C:17]1[CH:22]=[C:21]([CH2:9][C:8]2[CH:11]=[CH:12][C:13]([F:15])=[CH:14][C:7]=2[F:6])[N:20]=[CH:19][N:18]=1, predict the reactants needed to synthesize it. The reactants are: [Cl-].C[SiH](C)C.[F:6][C:7]1[CH:14]=[C:13]([F:15])[CH:12]=[CH:11][C:8]=1[CH2:9]Br.[Cl:16][C:17]1[CH:22]=[C:21](Cl)[N:20]=[CH:19][N:18]=1.O.